This data is from Forward reaction prediction with 1.9M reactions from USPTO patents (1976-2016). The task is: Predict the product of the given reaction. Given the reactants [F:1][C:2]1[CH:10]=[CH:9][CH:8]=[C:7](I)[C:3]=1[C:4]([OH:6])=[O:5].C([O-])([O-])=O.[Cs+].[Cs+].[NH:18]1[CH:22]=[CH:21][N:20]=[N:19]1, predict the reaction product. The product is: [F:1][C:2]1[CH:10]=[CH:9][CH:8]=[C:7]([N:19]2[N:20]=[CH:21][CH:22]=[N:18]2)[C:3]=1[C:4]([OH:6])=[O:5].